Task: Predict the product of the given reaction.. Dataset: Forward reaction prediction with 1.9M reactions from USPTO patents (1976-2016) Given the reactants [CH3:1][O:2][Si:3]([CH2:8][N:9]([C:18]1[CH:23]=[CH:22][CH:21]=[CH:20][CH:19]=1)C[Si](OC)(OC)OC)([O:6][CH3:7])[O:4][CH3:5].[Cl-], predict the reaction product. The product is: [C:18]1([NH:9][CH2:8][Si:3]([O:6][CH3:7])([O:2][CH3:1])[O:4][CH3:5])[CH:19]=[CH:20][CH:21]=[CH:22][CH:23]=1.